This data is from Full USPTO retrosynthesis dataset with 1.9M reactions from patents (1976-2016). The task is: Predict the reactants needed to synthesize the given product. (1) Given the product [C:1]([O:5][C:6]([O:8][NH:9][CH2:10][CH2:11][CH:12]1[CH2:17][CH2:16][N:15]([C:28]2[N:33]=[CH:32][CH:31]=[CH:30][N:29]=2)[CH2:14][CH2:13]1)=[O:7])([CH3:4])([CH3:2])[CH3:3], predict the reactants needed to synthesize it. The reactants are: [C:1]([O:5][C:6]([O:8][NH:9][CH2:10][CH2:11][CH:12]1[CH2:17][CH2:16][NH:15][CH2:14][CH2:13]1)=[O:7])([CH3:4])([CH3:3])[CH3:2].CCN(C(C)C)C(C)C.Br[C:28]1[N:33]=[CH:32][CH:31]=[CH:30][N:29]=1. (2) Given the product [CH2:15]([S:17][C:2]1[CH:9]=[CH:8][CH:7]=[CH:6][C:3]=1[C:4]#[N:5])[CH3:16], predict the reactants needed to synthesize it. The reactants are: Br[C:2]1[CH:9]=[CH:8][CH:7]=[CH:6][C:3]=1[C:4]#[N:5].[Li]CCCC.[CH2:15]([S:17]SCC)[CH3:16]. (3) Given the product [Br:15][C:16]1[CH:21]=[C:20]([N:7]2[C:8]3[C:4](=[CH:3][C:2]([F:1])=[CH:10][CH:9]=3)[C:5]([C:11]([O:13][CH3:14])=[O:12])=[N:6]2)[CH:19]=[CH:18][CH:17]=1, predict the reactants needed to synthesize it. The reactants are: [F:1][C:2]1[CH:3]=[C:4]2[C:8](=[CH:9][CH:10]=1)[NH:7][N:6]=[C:5]2[C:11]([O:13][CH3:14])=[O:12].[Br:15][C:16]1[CH:17]=[C:18](B(O)O)[CH:19]=[CH:20][CH:21]=1. (4) Given the product [C:30]([O:29][C:27]([NH:1][CH:2]([C:8]1[CH:16]=[CH:15][C:11]([C:12]([OH:14])=[O:13])=[CH:10][CH:9]=1)[C:3]([O:5][CH2:6][CH3:7])=[O:4])=[O:26])([CH3:33])([CH3:32])[CH3:31], predict the reactants needed to synthesize it. The reactants are: [NH2:1][CH:2]([C:8]1[CH:16]=[CH:15][C:11]([C:12]([OH:14])=[O:13])=[CH:10][CH:9]=1)[C:3]([O:5][CH2:6][CH3:7])=[O:4].CCN(C(C)C)C(C)C.[O:26](C(OC(C)(C)C)=O)[C:27]([O:29][C:30]([CH3:33])([CH3:32])[CH3:31])=O. (5) Given the product [NH2:1][C:2]1[CH:3]=[CH:4][C:5]([C:6]([N:8]2[CH2:9][CH2:10][N:11]([CH2:14][C:32]3[CH:37]=[CH:36][C:35]([C:38]([OH:47])([C:43]([F:44])([F:46])[F:45])[C:39]([F:42])([F:40])[F:41])=[CH:34][CH:33]=3)[CH2:12][CH2:13]2)=[O:7])=[CH:21][CH:22]=1, predict the reactants needed to synthesize it. The reactants are: [NH2:1][C:2]1[CH:22]=[CH:21][C:5]([C:6]([N:8]2[CH2:13][CH2:12][N:11]([C:14](OC(C)(C)C)=O)[CH2:10][CH2:9]2)=[O:7])=[CH:4][CH:3]=1.FC(F)(F)C(O)=O.BrC[C:32]1[CH:37]=[CH:36][C:35]([C:38]([OH:47])([C:43]([F:46])([F:45])[F:44])[C:39]([F:42])([F:41])[F:40])=[CH:34][CH:33]=1.C(=O)([O-])[O-].[K+].[K+].